Dataset: Catalyst prediction with 721,799 reactions and 888 catalyst types from USPTO. Task: Predict which catalyst facilitates the given reaction. (1) Reactant: [CH3:1][C:2]1[S:3][C:4]2[CH:10]=[C:9]([N+:11]([O-:13])=[O:12])[CH:8]=[CH:7][C:5]=2[N:6]=1.[CH2:14]([I:16])[CH3:15].C1C(Cl)=CC=C(Cl)C=1. Product: [I-:16].[CH2:14]([N+:6]1[C:5]2[CH:7]=[CH:8][C:9]([N+:11]([O-:13])=[O:12])=[CH:10][C:4]=2[S:3][C:2]=1[CH3:1])[CH3:15]. The catalyst class is: 13. (2) Reactant: [Cl:1][C:2]1[CH:7]=[C:6]([OH:8])[CH:5]=[CH:4][N:3]=1.[H-].[Na+].[Br:11][C:12]1[C:13](F)=[CH:14][C:15]([F:21])=[C:16]([N+:18]([O-:20])=[O:19])[CH:17]=1. Product: [Br:11][C:12]1[CH:17]=[C:16]([N+:18]([O-:20])=[O:19])[C:15]([F:21])=[CH:14][C:13]=1[O:8][C:6]1[CH:5]=[CH:4][N:3]=[C:2]([Cl:1])[CH:7]=1. The catalyst class is: 18. (3) Reactant: [Cl:1][C:2]1[CH:3]=[CH:4][C:5]2[N:11]3[C:12]([C:15]([F:18])([F:17])[F:16])=[N:13][N:14]=[C:10]3[C@@H:9]([CH2:19][C:20]([O:22]CC)=[O:21])[O:8][C@H:7]([C:25]3[C:26]([O:31][CH3:32])=[N:27][CH:28]=[CH:29][CH:30]=3)[C:6]=2[CH:33]=1.Cl.O. Product: [Cl:1][C:2]1[CH:3]=[CH:4][C:5]2[N:11]3[C:12]([C:15]([F:18])([F:17])[F:16])=[N:13][N:14]=[C:10]3[C@@H:9]([CH2:19][C:20]([OH:22])=[O:21])[O:8][C@H:7]([C:25]3[C:26]([O:31][CH3:32])=[N:27][CH:28]=[CH:29][CH:30]=3)[C:6]=2[CH:33]=1. The catalyst class is: 12. (4) The catalyst class is: 5. Product: [F:27][C:24]1[CH:25]=[CH:26][C:21]([C:18]2[CH:17]=[C:16]([CH2:15][N:14]3[C:10]4[C:9]5[CH:8]=[CH:7][CH:6]=[CH:5][C:4]=5[N:3]=[C:2]([NH2:31])[C:11]=4[N:12]=[C:13]3[CH2:28][CH2:29][CH3:30])[O:20][N:19]=2)=[CH:22][CH:23]=1. Reactant: Cl[C:2]1[C:11]2[N:12]=[C:13]([CH2:28][CH2:29][CH3:30])[N:14]([CH2:15][C:16]3[O:20][N:19]=[C:18]([C:21]4[CH:26]=[CH:25][C:24]([F:27])=[CH:23][CH:22]=4)[CH:17]=3)[C:10]=2[C:9]2[CH:8]=[CH:7][CH:6]=[CH:5][C:4]=2[N:3]=1.[NH3:31]. (5) Reactant: [CH3:1][S:2](Cl)(=[O:4])=[O:3].[CH3:6][O:7][CH2:8][CH2:9][O:10][CH2:11][C:12]1[CH:17]=[CH:16][C:15]([C@@H:18]2[C@@H:23]([O:24][CH2:25][C:26]3[CH:27]=[CH:28][C:29]4[O:34][CH2:33][CH2:32][N:31]([CH2:35][CH2:36][CH2:37][O:38][CH3:39])[C:30]=4[CH:40]=3)[CH2:22][N:21]([S:41]([C:44]3[CH:49]=[CH:48][C:47]([CH3:50])=[CH:46][CH:45]=3)(=[O:43])=[O:42])[CH2:20][C@H:19]2[CH2:51][OH:52])=[CH:14][CH:13]=1.C(N(CC)CC)C. Product: [CH3:1][S:2]([O:52][CH2:51][C@H:19]1[C@H:18]([C:15]2[CH:16]=[CH:17][C:12]([CH2:11][O:10][CH2:9][CH2:8][O:7][CH3:6])=[CH:13][CH:14]=2)[C@@H:23]([O:24][CH2:25][C:26]2[CH:27]=[CH:28][C:29]3[O:34][CH2:33][CH2:32][N:31]([CH2:35][CH2:36][CH2:37][O:38][CH3:39])[C:30]=3[CH:40]=2)[CH2:22][N:21]([S:41]([C:44]2[CH:49]=[CH:48][C:47]([CH3:50])=[CH:46][CH:45]=2)(=[O:42])=[O:43])[CH2:20]1)(=[O:4])=[O:3]. The catalyst class is: 4. (6) Reactant: [CH3:1][C:2]1([CH3:19])[O:6][C@H:5]([CH2:7][O:8][C:9]2[CH:10]=[C:11]([CH:16]=[CH:17][CH:18]=2)[C:12]([O:14]C)=[O:13])[CH2:4][O:3]1.[Li+].[OH-]. Product: [CH3:1][C:2]1([CH3:19])[O:6][C@H:5]([CH2:7][O:8][C:9]2[CH:10]=[C:11]([CH:16]=[CH:17][CH:18]=2)[C:12]([OH:14])=[O:13])[CH2:4][O:3]1. The catalyst class is: 731. (7) Reactant: [CH3:1][CH:2]([NH:12][C:13]([CH3:16])([CH3:15])[CH3:14])[C:3]([C:5]1[CH:6]=[CH:7][CH:8]=[C:9]([Cl:11])[CH:10]=1)=[O:4].Cl.C(=O)([O-])[O-].[Na+].[Na+]. Product: [CH3:1][CH:2]([NH:12][C:13]([CH3:14])([CH3:16])[CH3:15])[C:3]([C:5]1[CH:6]=[CH:7][CH:8]=[C:9]([Cl:11])[CH:10]=1)=[O:4]. The catalyst class is: 6. (8) Reactant: [Br:1][C:2]1[CH:8]=[CH:7][C:5]([NH2:6])=[C:4]([CH2:9][CH:10]([O:13][CH3:14])[O:11][CH3:12])[CH:3]=1.[CH3:15][N:16]1[CH:21]2[CH2:22][CH2:23][CH:17]1[CH2:18][C:19](=O)[CH2:20]2.S([O-])([O-])(=O)=O.[Na+].[Na+].C(O[BH-](OC(=O)C)OC(=O)C)(=O)C.[Na+]. Product: [Br:1][C:2]1[CH:8]=[CH:7][C:5]([NH:6][CH:19]2[CH2:20][CH:21]3[N:16]([CH3:15])[CH:17]([CH2:23][CH2:22]3)[CH2:18]2)=[C:4]([CH2:9][CH:10]([O:13][CH3:14])[O:11][CH3:12])[CH:3]=1. The catalyst class is: 342.